This data is from CYP3A4 inhibition data for predicting drug metabolism from PubChem BioAssay. The task is: Regression/Classification. Given a drug SMILES string, predict its absorption, distribution, metabolism, or excretion properties. Task type varies by dataset: regression for continuous measurements (e.g., permeability, clearance, half-life) or binary classification for categorical outcomes (e.g., BBB penetration, CYP inhibition). Dataset: cyp3a4_veith. (1) The molecule is CC(=O)Nc1ccc2nc(C3CCCCC3)[nH]c2c1. The result is 0 (non-inhibitor). (2) The drug is NP(N)(=O)NC(=O)c1ccc(F)cc1. The result is 0 (non-inhibitor).